Task: Predict the product of the given reaction.. Dataset: Forward reaction prediction with 1.9M reactions from USPTO patents (1976-2016) Given the reactants [F:1][C:2]1[CH:7]=[C:6]([C@@H:8]([CH3:12])[C:9]([OH:11])=[O:10])[CH:5]=[CH:4][C:3]=1[C:13]1[CH:18]=[CH:17][CH:16]=[CH:15][CH:14]=1.[CH2:19]([NH:26][CH2:27][C:28]1[CH:33]=[CH:32][CH:31]=[CH:30][CH:29]=1)[C:20]1[CH:25]=[CH:24][CH:23]=[CH:22][CH:21]=1, predict the reaction product. The product is: [CH2:27]([NH:26][CH2:19][C:20]1[CH:25]=[CH:24][CH:23]=[CH:22][CH:21]=1)[C:28]1[CH:33]=[CH:32][CH:31]=[CH:30][CH:29]=1.[F:1][C:2]1[CH:7]=[C:6]([C@@H:8]([CH3:12])[C:9]([OH:11])=[O:10])[CH:5]=[CH:4][C:3]=1[C:13]1[CH:14]=[CH:15][CH:16]=[CH:17][CH:18]=1.